From a dataset of Full USPTO retrosynthesis dataset with 1.9M reactions from patents (1976-2016). Predict the reactants needed to synthesize the given product. (1) Given the product [CH2:1]([N:8]1[CH2:13][CH:12]=[C:11]([N:15]2[CH2:19][CH2:18][CH2:17][CH2:16]2)[CH2:10][CH2:9]1)[C:2]1[CH:7]=[CH:6][CH:5]=[CH:4][CH:3]=1, predict the reactants needed to synthesize it. The reactants are: [CH2:1]([N:8]1[CH2:13][CH2:12][C:11](=O)[CH2:10][CH2:9]1)[C:2]1[CH:7]=[CH:6][CH:5]=[CH:4][CH:3]=1.[NH:15]1[CH2:19][CH2:18][CH2:17][CH2:16]1. (2) The reactants are: [F-].C([N+](CCCC)(CCCC)CCCC)CCC.[CH:19]1([NH:25][CH2:26][C:27]2[CH:32]=[CH:31][N:30]=[C:29]3[N:33](S(C4C=CC(C)=CC=4)(=O)=O)[C:34]([C:36]4[C:44]5[C:39](=[CH:40][C:41]([O:47][CH3:48])=[C:42]([O:45][CH3:46])[CH:43]=5)[N:38]([CH3:49])[CH:37]=4)=[CH:35][C:28]=23)[CH2:24][CH2:23][CH2:22][CH2:21][CH2:20]1.[OH-].[Na+]. Given the product [CH:19]1([NH:25][CH2:26][C:27]2[CH:32]=[CH:31][N:30]=[C:29]3[NH:33][C:34]([C:36]4[C:44]5[C:39](=[CH:40][C:41]([O:47][CH3:48])=[C:42]([O:45][CH3:46])[CH:43]=5)[N:38]([CH3:49])[CH:37]=4)=[CH:35][C:28]=23)[CH2:20][CH2:21][CH2:22][CH2:23][CH2:24]1, predict the reactants needed to synthesize it. (3) Given the product [Cl:19][C:8]1[C:4]([CH:1]([CH3:3])[CH3:2])=[N:5][NH:6][C:7]=1[CH:9]([CH3:11])[CH3:10], predict the reactants needed to synthesize it. The reactants are: [CH:1]([C:4]1[CH:8]=[C:7]([CH:9]([CH3:11])[CH3:10])[NH:6][N:5]=1)([CH3:3])[CH3:2].C1C(=O)N([Cl:19])C(=O)C1. (4) Given the product [F:31][C:28]1[CH:27]=[CH:26][C:25]([C:23]2[N:24]=[C:19]3[CH:18]=[CH:17][C:16]([N:14]4[CH2:13][CH:11]5[CH:10]([CH2:9][NH:8][CH2:12]5)[CH2:15]4)=[N:21][N:20]3[C:22]=2[C:32]2[CH:37]=[CH:36][N:35]=[N:34][CH:33]=2)=[CH:30][CH:29]=1, predict the reactants needed to synthesize it. The reactants are: C([N:8]1[CH2:12][CH:11]2[CH2:13][N:14]([C:16]3[CH:17]=[CH:18][C:19]4[N:20]([C:22]([C:32]5[CH:37]=[CH:36][N:35]=[N:34][CH:33]=5)=[C:23]([C:25]5[CH:30]=[CH:29][C:28]([F:31])=[CH:27][CH:26]=5)[N:24]=4)[N:21]=3)[CH2:15][CH:10]2[CH2:9]1)C1C=CC=CC=1.C([O-])=O.[NH4+]. (5) The reactants are: [CH2:1]([N:8]1[C:16]2[C:11](=[CH:12][C:13]([OH:17])=[CH:14][CH:15]=2)[C:10]([C:18](O)=[O:19])=[C:9]1[CH:21]([CH3:23])[CH3:22])[C:2]1[CH:7]=[CH:6][CH:5]=[CH:4][CH:3]=1.[CH3:24][Li]. Given the product [CH2:1]([N:8]1[C:16]2[C:11](=[CH:12][C:13]([OH:17])=[CH:14][CH:15]=2)[C:10]([C:18](=[O:19])[CH3:24])=[C:9]1[CH:21]([CH3:23])[CH3:22])[C:2]1[CH:7]=[CH:6][CH:5]=[CH:4][CH:3]=1, predict the reactants needed to synthesize it. (6) Given the product [Br:1][CH2:2][C:3]([N:6]1[CH2:10][CH2:9][CH2:8][C@H:7]1[C:11]#[N:12])=[O:4], predict the reactants needed to synthesize it. The reactants are: [Br:1][CH2:2][C:3](Br)=[O:4].[NH:6]1[CH2:10][CH2:9][CH2:8][C@H:7]1[C:11]#[N:12].N1C=CC=CC=1. (7) Given the product [CH2:1]([O:4][C:5]1([CH3:35])[CH2:6][CH2:7][N:8]([C:11]2[N:16]3[N:17]=[C:18]([C:20]4[CH:25]=[CH:24][CH:23]=[C:22]([Br:26])[CH:21]=4)[CH:19]=[C:15]3[N:14]=[C:13]([CH3:27])[C:12]=2[C@H:28]([O:34][C:5]([CH3:35])([CH3:10])[CH3:6])[C:29]([O:31][CH2:32][CH3:33])=[O:30])[CH2:9][CH2:10]1)[CH:2]=[CH2:3], predict the reactants needed to synthesize it. The reactants are: [CH2:1]([O:4][C:5]1([CH3:35])[CH2:10][CH2:9][N:8]([C:11]2[N:16]3[N:17]=[C:18]([C:20]4[CH:25]=[CH:24][CH:23]=[C:22]([Br:26])[CH:21]=4)[CH:19]=[C:15]3[N:14]=[C:13]([CH3:27])[C:12]=2[C@H:28]([OH:34])[C:29]([O:31][CH2:32][CH3:33])=[O:30])[CH2:7][CH2:6]1)[CH:2]=[CH2:3].Cl(O)(=O)(=O)=O. (8) Given the product [C:1]([C:3]1[CH:4]=[CH:5][C:6]([O:12][CH2:13][C:14]2[CH:19]=[CH:18][CH:17]=[CH:16][CH:15]=2)=[C:7]([CH:11]=1)[C:8]([NH:26][C:22]1[CH:21]=[N:20][CH:25]=[CH:24][CH:23]=1)=[O:10])#[N:2], predict the reactants needed to synthesize it. The reactants are: [C:1]([C:3]1[CH:4]=[CH:5][C:6]([O:12][CH2:13][C:14]2[CH:19]=[CH:18][CH:17]=[CH:16][CH:15]=2)=[C:7]([CH:11]=1)[C:8]([OH:10])=O)#[N:2].[N:20]1[CH:25]=[CH:24][CH:23]=[C:22]([NH2:26])[CH:21]=1.C1C=CC2N(O)N=NC=2C=1.C(Cl)CCl.